This data is from Peptide-MHC class II binding affinity with 134,281 pairs from IEDB. The task is: Regression. Given a peptide amino acid sequence and an MHC pseudo amino acid sequence, predict their binding affinity value. This is MHC class II binding data. (1) The peptide sequence is CIEYVTLNASQYANC. The binding affinity (normalized) is 0.608. The MHC is DRB1_0401 with pseudo-sequence DRB1_0401. (2) The peptide sequence is YDKFLANVSTVLTHK. The binding affinity (normalized) is 0.496. The MHC is DRB1_1101 with pseudo-sequence DRB1_1101. (3) The peptide sequence is EKEYFAATQFEPLAA. The MHC is DRB1_1602 with pseudo-sequence DRB1_1602. The binding affinity (normalized) is 0.382. (4) The peptide sequence is SLSELTDALRTLGST. The MHC is DRB1_0405 with pseudo-sequence DRB1_0405. The binding affinity (normalized) is 0.284. (5) The peptide sequence is GWDLNAASAYCSTWD. The MHC is DRB3_0202 with pseudo-sequence DRB3_0202. The binding affinity (normalized) is 0.320. (6) The binding affinity (normalized) is 0.177. The MHC is DRB1_0405 with pseudo-sequence DRB1_0405. The peptide sequence is DYHWLRTVRTTKESL. (7) The peptide sequence is FDELELDPPEIEPGV. The MHC is DRB1_0701 with pseudo-sequence DRB1_0701. The binding affinity (normalized) is 0.184. (8) The peptide sequence is VEFVTNMGIIIPDFA. The MHC is DRB1_0401 with pseudo-sequence DRB1_0401. The binding affinity (normalized) is 0.453.